Predict the product of the given reaction. From a dataset of Forward reaction prediction with 1.9M reactions from USPTO patents (1976-2016). (1) The product is: [ClH:29].[CH2:22]([O:21][C:18]1[CH:19]=[CH:20][C:15]([O:14][CH2:13][C@H:9]2[CH2:10][CH2:11][CH2:12][NH:8]2)=[CH:16][CH:17]=1)[C:23]1[CH:24]=[CH:25][CH:26]=[CH:27][CH:28]=1. Given the reactants C(OC([N:8]1[CH2:12][CH2:11][CH2:10][C@@H:9]1[CH2:13][O:14][C:15]1[CH:20]=[CH:19][C:18]([O:21][CH2:22][C:23]2[CH:28]=[CH:27][CH:26]=[CH:25][CH:24]=2)=[CH:17][CH:16]=1)=O)(C)(C)C.[ClH:29], predict the reaction product. (2) Given the reactants [Cl:1][C:2]1[CH:7]=[CH:6][C:5]([OH:8])=[C:4]([CH:9]([CH3:11])[CH3:10])[CH:3]=1.[N+:12]([O-])([OH:14])=[O:13].O, predict the reaction product. The product is: [Cl:1][C:2]1[CH:7]=[C:6]([N+:12]([O-:14])=[O:13])[C:5]([OH:8])=[C:4]([CH:9]([CH3:11])[CH3:10])[CH:3]=1. (3) Given the reactants Br[C:2]1[N:7]=[N:6][C:5]([NH2:8])=[N:4][C:3]=1[C:9]1[CH:14]=[CH:13][CH:12]=[CH:11][CH:10]=1.[F:15][C:16]([F:28])([F:27])[O:17][C:18]1[CH:19]=[C:20](B(O)O)[CH:21]=[CH:22][CH:23]=1, predict the reaction product. The product is: [F:15][C:16]([F:27])([F:28])[O:17][C:18]1[CH:23]=[C:22]([C:2]2[N:7]=[N:6][C:5]([NH2:8])=[N:4][C:3]=2[C:9]2[CH:14]=[CH:13][CH:12]=[CH:11][CH:10]=2)[CH:21]=[CH:20][CH:19]=1.